Dataset: Full USPTO retrosynthesis dataset with 1.9M reactions from patents (1976-2016). Task: Predict the reactants needed to synthesize the given product. (1) Given the product [CH3:4][C:2]([N:5]1[C:9]2[N:10]=[C:11]([C:19]([CH3:22])([CH3:21])[CH3:20])[CH:12]=[C:13]([C:14]([OH:16])=[O:15])[C:8]=2[C:7]([CH3:23])=[N:6]1)([CH3:1])[CH3:3], predict the reactants needed to synthesize it. The reactants are: [CH3:1][C:2]([N:5]1[C:9]2[N:10]=[C:11]([C:19]([CH3:22])([CH3:21])[CH3:20])[CH:12]=[C:13]([C:14]([O:16]CC)=[O:15])[C:8]=2[C:7]([CH3:23])=[N:6]1)([CH3:4])[CH3:3].[OH-].[Na+]. (2) Given the product [NH2:7][CH2:6][C:5]1[CH:4]=[C:3]([CH3:12])[C:2]([NH2:1])=[C:9]([I:10])[CH:8]=1, predict the reactants needed to synthesize it. The reactants are: [NH2:1][C:2]1[C:9]([I:10])=[CH:8][C:5]([C:6]#[N:7])=[CH:4][C:3]=1Cl.[CH3:12]O. (3) Given the product [CH3:13][N:12]([CH3:14])[C:11]1[CH:15]=[CH:16][C:8]([C:6]2[CH:5]=[CH:4][N:3]=[C:2]([NH:27][C:26]3[CH:25]=[CH:24][C:23]([C:19]4[N:18]([CH3:17])[CH:22]=[N:21][N:20]=4)=[CH:29][CH:28]=3)[N:7]=2)=[CH:9][CH:10]=1, predict the reactants needed to synthesize it. The reactants are: Cl[C:2]1[N:7]=[C:6]([C:8]2[CH:16]=[CH:15][C:11]([N:12]([CH3:14])[CH3:13])=[CH:10][CH:9]=2)[CH:5]=[CH:4][N:3]=1.[CH3:17][N:18]1[CH:22]=[N:21][N:20]=[C:19]1[C:23]1[CH:29]=[CH:28][C:26]([NH2:27])=[CH:25][CH:24]=1.CN(C1C(C2C(P(C3CCCCC3)C3CCCCC3)=CC=CC=2)=CC=CC=1)C.CC([O-])(C)C.[Na+]. (4) Given the product [Cl-:31].[CH2:1]([NH+:8]([CH2:9][C:10]1[CH:19]=[CH:18][C:13]([C:14]([O:16][CH3:17])=[O:15])=[CH:12][CH:11]=1)[CH2:20][C:21]1[CH:30]=[CH:29][C:24]([C:25]([O:27][CH3:28])=[O:26])=[CH:23][CH:22]=1)[C:2]1[CH:3]=[CH:4][CH:5]=[CH:6][CH:7]=1, predict the reactants needed to synthesize it. The reactants are: [CH2:1]([N:8]([CH2:20][C:21]1[CH:30]=[CH:29][C:24]([C:25]([O:27][CH3:28])=[O:26])=[CH:23][CH:22]=1)[CH2:9][C:10]1[CH:19]=[CH:18][C:13]([C:14]([O:16][CH3:17])=[O:15])=[CH:12][CH:11]=1)[C:2]1[CH:7]=[CH:6][CH:5]=[CH:4][CH:3]=1.[ClH:31].